Dataset: Full USPTO retrosynthesis dataset with 1.9M reactions from patents (1976-2016). Task: Predict the reactants needed to synthesize the given product. Given the product [C:1]([NH:4][C:5]1[CH:10]=[C:9]([C:11]2[S:15][C:14]([C:16]([O:18][CH2:19][CH3:20])=[O:17])=[C:13]([CH2:30][C:29]3[CH:32]=[CH:33][C:26]([Cl:25])=[CH:27][CH:28]=3)[C:12]=2[C:22]#[N:23])[CH:8]=[CH:7][N:6]=1)(=[O:3])[CH3:2], predict the reactants needed to synthesize it. The reactants are: [C:1]([NH:4][C:5]1[CH:10]=[C:9]([C:11]2[S:15][C:14]([C:16]([O:18][CH2:19][CH3:20])=[O:17])=[C:13](I)[C:12]=2[C:22]#[N:23])[CH:8]=[CH:7][N:6]=1)(=[O:3])[CH3:2].[Cl-].[Cl:25][C:26]1[CH:33]=[CH:32][C:29]([CH2:30][Zn+])=[CH:28][CH:27]=1.